Binary Classification. Given a miRNA mature sequence and a target amino acid sequence, predict their likelihood of interaction. From a dataset of Experimentally validated miRNA-target interactions with 360,000+ pairs, plus equal number of negative samples. (1) The miRNA is hsa-miR-6085 with sequence AAGGGGCUGGGGGAGCACA. The protein sequence of the target gene is MSTNICSFKDRCVSILCCKFCKQVLSSRGMKAVLLADTEIDLFSTDIPPTNAVDFTGRCYFTKICKCKLKDIACLKCGNIVGYHVIVPCSSCLLSCNNGHFWMFHSQAVYDINRLDSTGVNVLLWGNLPEIEESTDEDVLNISAEECIR. Result: 0 (no interaction). (2) The miRNA is mmu-miR-691 with sequence AUUCCUGAAGAGAGGCAGAAAA. The protein sequence of the target gene is MGVHLEVLDTGEQLMVPVDVLEEENKGTLWKFLLSGAMAGAVSRTGTAPLDRARVYMQVYSSKSNFRNLLSGLRSLVQEGGVRSLWRGNGINVLKIAPEYAIKFSVCEQSKNFFYGVHSSQLFQERVVAGSLAVAVSQTLINPMEVLKTRLTLRFTGQYKGLLDCARQILERDGTRALYRGYLPNMLGIIPYACTDLAVYELLQCLWQKLGRDMKDPSGLVSLSSVTLSTTCGQMASYPLTLVRTRMQAQDTVEGSNPTMQGVFKRILSQQGWPGLYRGMTPTLLKVLPAGGISYLVYEA.... Result: 0 (no interaction). (3) The miRNA is hsa-miR-26b-5p with sequence UUCAAGUAAUUCAGGAUAGGU. The protein sequence of the target gene is MRQGHAPEESEPGCEAPCAGPCHAQRVLQALNAYRRSGTLTDVVLRAGGRDFPCHRAALSAGSAYFRSLFAAGRPERGPAVVPVVPVAPEAPGTSPAGAAAALAVVLDYVYGAGVRLRAEDEAAAVLALAERLGVAGLREACVRFLEGRLRAANSLALRRVAAAFSLAPLAERCGRVLRQAFAEVARHADFLELAPDEVVALLADPALGVAREEAVFEAAMRWVRHDAPARRGQLRRLLEHVRLPLLAPAYFLEKVEADELLQACGECRPLLLEARACFILGREAGALRTRPRRFMDLAE.... Result: 0 (no interaction). (4) The miRNA is hsa-miR-6134 with sequence UGAGGUGGUAGGAUGUAGA. The protein sequence of the target gene is MRDNTSPISVILVSSGSRGNKLLFRYPFQRSQEHPASQTSKPRSRYAASNTGDHADEQDGDSRFSDVILATILATKSEMCGQKFELKIDNVRFVGHPTLLQHALGQISKTDPSPKREAPTMILFNVVFALRANADPSVINCLHNLSRRIATVLQHEERRCQYLTREAKLILALQDEVSAMADGNEGPQSPFHHILPKCKLARDLKEAYDSLCTSGVVRLHINSWLEVSFCLPHKIHYAASSLIPPEAIERSLKAIRPYHALLLLSDEKSLLGELPIDCSPALVRVIKTTSAVKNLQQLAQ.... Result: 0 (no interaction). (5) The miRNA is hsa-miR-1307-3p with sequence ACUCGGCGUGGCGUCGGUCGUG. The protein sequence of the target gene is MGKTKDIGDDDTVASEFWSGALSQPSSVPTRPRTPNRDSWRRAWAARGLHPRPSILQPGPARLSRARAGGTRCPQRRHGRATFCALGRGIGVRRGPGPRPARIPGLTLTWKRMSARRMQWAMQTGGRNQTFGGGVPLFWTWLTICCAVWRSLPCRLTHSCSRAFSSAPLKKTKSSMLPPKQALASAARNLCRGAGCNRQAVAGQLLPSTWSLHAHGLAKEAPILPVKKISRSCSVNNKVSKKTTKPPTLRSFLSPI. Result: 1 (interaction). (6) The miRNA is mmu-miR-3474 with sequence CCCUGGGAGGAGACGUGGAUUC. The protein sequence of the target gene is MAAPSGGWNGVGASLWAALLLGAVALRPAEAVSEPTTVAFDVRPGGVVHSFSHNVGPGDKYTCMFTYASQGGTNEQWQMSLGTSEDHQHFTCTIWRPQGKSYLYFTQFKAEVRGAEIEYAMAYSKAAFERESDVPLKTEEFEVTKTAVAHRPGAFKAELSKLVIVAKASRTEL. Result: 0 (no interaction). (7) The miRNA is mmu-miR-873a-5p with sequence GCAGGAACUUGUGAGUCUCCU. The protein sequence of the target gene is MLLEPGRGCCALAILLAIVDIQSGGCINITSSASQEGTRLNLICTVWHKKEEAEGFVVFLCKDRSGDCSPETSLKQLRLKRDPGIDGVGEISSQLMFTISQVTPLHSGTYQCCARSQKSGIRLQGHFFSILFTETGNYTVTGLKQRQHLEFSHNEGTLSSGFLQEKVWVMLVTSLVALQAL. Result: 0 (no interaction).